This data is from Merck oncology drug combination screen with 23,052 pairs across 39 cell lines. The task is: Regression. Given two drug SMILES strings and cell line genomic features, predict the synergy score measuring deviation from expected non-interaction effect. (1) Drug 1: COC12C(COC(N)=O)C3=C(C(=O)C(C)=C(N)C3=O)N1CC1NC12. Drug 2: O=C(O)C1(Cc2cccc(Nc3nccs3)n2)CCC(Oc2cccc(Cl)c2F)CC1. Cell line: HT144. Synergy scores: synergy=-19.4. (2) Drug 1: O=P1(N(CCCl)CCCl)NCCCO1. Drug 2: CC1(c2nc3c(C(N)=O)cccc3[nH]2)CCCN1. Cell line: DLD1. Synergy scores: synergy=6.02. (3) Drug 1: O=c1[nH]cc(F)c(=O)[nH]1. Drug 2: Cc1nc(Nc2ncc(C(=O)Nc3c(C)cccc3Cl)s2)cc(N2CCN(CCO)CC2)n1. Cell line: LNCAP. Synergy scores: synergy=0.243. (4) Drug 1: C=CCn1c(=O)c2cnc(Nc3ccc(N4CCN(C)CC4)cc3)nc2n1-c1cccc(C(C)(C)O)n1. Drug 2: NC(=O)c1cccc2cn(-c3ccc(C4CCCNC4)cc3)nc12. Cell line: UWB1289BRCA1. Synergy scores: synergy=-11.3.